From a dataset of Peptide-MHC class II binding affinity with 134,281 pairs from IEDB. Regression. Given a peptide amino acid sequence and an MHC pseudo amino acid sequence, predict their binding affinity value. This is MHC class II binding data. (1) The peptide sequence is FLATRIFGRRSIPVN. The MHC is HLA-DQA10601-DQB10402 with pseudo-sequence HLA-DQA10601-DQB10402. The binding affinity (normalized) is 0.401. (2) The peptide sequence is NSLVYGASDSNVYDL. The MHC is DRB4_0101 with pseudo-sequence DRB4_0103. The binding affinity (normalized) is 0.308. (3) The peptide sequence is ISDFRAAIANYHYDA. The MHC is HLA-DPA10201-DPB10501 with pseudo-sequence HLA-DPA10201-DPB10501. The binding affinity (normalized) is 0.148. (4) The peptide sequence is RSHDVLTVQFLILGM. The MHC is DRB1_1301 with pseudo-sequence DRB1_1301. The binding affinity (normalized) is 0.426.